Dataset: Forward reaction prediction with 1.9M reactions from USPTO patents (1976-2016). Task: Predict the product of the given reaction. (1) Given the reactants CN(C(ON1N=NC2C=CC=NC1=2)=[N+](C)C)C.F[P-](F)(F)(F)(F)F.[F:25][C:26]1[NH:31][C:30](=[N:32][NH2:33])[CH:29]=[C:28]([C:34]2[CH:39]=[CH:38][N:37]=[C:36]([NH:40][C:41]3[N:42]([CH3:46])[N:43]=[CH:44][CH:45]=3)[N:35]=2)[CH:27]=1.[CH2:47]([CH:51]([CH2:55][NH:56][C:57]([O:59][C:60]([CH3:63])([CH3:62])[CH3:61])=[O:58])[C:52](O)=[O:53])[CH:48]([CH3:50])[CH3:49], predict the reaction product. The product is: [F:25][C:26]1[NH:31]/[C:30](=[N:32]\[NH:33][C:52]([CH:51]([CH2:47][CH:48]([CH3:50])[CH3:49])[CH2:55][NH:56][C:57](=[O:58])[O:59][C:60]([CH3:61])([CH3:62])[CH3:63])=[O:53])/[CH:29]=[C:28]([C:34]2[CH:39]=[CH:38][N:37]=[C:36]([NH:40][C:41]3[N:42]([CH3:46])[N:43]=[CH:44][CH:45]=3)[N:35]=2)[CH:27]=1. (2) Given the reactants [N:1]1[N:2]([C:6]2[CH:7]=[C:8]([NH:12][C:13]3[C:18]([C:19]([NH2:21])=[O:20])=[CH:17][N:16]=[C:15](SC)[N:14]=3)[CH:9]=[CH:10][CH:11]=2)[N:3]=[CH:4][CH:5]=1.C1C=C(Cl)C=C(C(OO)=O)C=1.CCN(C(C)C)C(C)C.Cl.[NH2:45][C@@H:46]1[CH2:51][CH2:50][CH2:49][CH2:48][C@H:47]1[OH:52], predict the reaction product. The product is: [N:1]1[N:2]([C:6]2[CH:7]=[C:8]([NH:12][C:13]3[C:18]([C:19]([NH2:21])=[O:20])=[CH:17][N:16]=[C:15]([NH:45][C@@H:46]4[CH2:51][CH2:50][CH2:49][CH2:48][C@H:47]4[OH:52])[N:14]=3)[CH:9]=[CH:10][CH:11]=2)[N:3]=[CH:4][CH:5]=1. (3) The product is: [CH3:32][N:17]([CH2:18][CH:19]1[CH2:24][CH2:23][N:22]([C:25]([O:27][C:28]([CH3:31])([CH3:30])[CH3:29])=[O:26])[CH2:21][CH2:20]1)[C:14]1[CH:13]=[CH:12][C:11]([C:8]2[CH:9]=[CH:10][C:5]([S:2]([CH3:1])(=[O:3])=[O:4])=[CH:6][CH:7]=2)=[CH:16][N:15]=1. Given the reactants [CH3:1][S:2]([C:5]1[CH:10]=[CH:9][C:8]([C:11]2[CH:12]=[CH:13][C:14]([NH:17][CH2:18][CH:19]3[CH2:24][CH2:23][N:22]([C:25]([O:27][C:28]([CH3:31])([CH3:30])[CH3:29])=[O:26])[CH2:21][CH2:20]3)=[N:15][CH:16]=2)=[CH:7][CH:6]=1)(=[O:4])=[O:3].[C:32](#N)C.C=O.C([BH3-])#N.[Na+], predict the reaction product. (4) The product is: [C:7]([CH2:8][CH2:9][NH:1][CH2:2][CH2:3][CH2:4][CH2:5][NH2:6])#[N:10]. Given the reactants [NH2:1][CH2:2][CH2:3][CH2:4][CH2:5][NH2:6].[C:7](#[N:10])[CH:8]=[CH2:9], predict the reaction product.